Dataset: Forward reaction prediction with 1.9M reactions from USPTO patents (1976-2016). Task: Predict the product of the given reaction. (1) The product is: [C:1]([O:5][C:6]([N:8]1[CH2:13][C@@H:12]([C:14](=[O:37])[NH:15][CH2:16][C:17]2([CH2:31][CH2:32][CH2:33][CH2:34][O:35][CH3:36])[C:18]3[CH:19]=[CH:20][CH:21]=[CH:22][C:23]=3[O:24][C:25]3[C:30]2=[CH:29][CH:28]=[CH:27][CH:26]=3)[CH2:11][C@@H:10]([C:38](=[O:39])[N:45]([CH2:46][CH3:47])[CH2:41][CH:42]([CH3:44])[CH3:43])[CH2:9]1)=[O:7])([CH3:2])([CH3:3])[CH3:4]. Given the reactants [C:1]([O:5][C:6]([N:8]1[CH2:13][C@@H:12]([C:14](=[O:37])[NH:15][CH2:16][C:17]2([CH2:31][CH2:32][CH2:33][CH2:34][O:35][CH3:36])[C:30]3[CH:29]=[CH:28][CH:27]=[CH:26][C:25]=3[O:24][C:23]3[C:18]2=[CH:19][CH:20]=[CH:21][CH:22]=3)[CH2:11][C@@H:10]([C:38](O)=[O:39])[CH2:9]1)=[O:7])([CH3:4])([CH3:3])[CH3:2].[CH2:41]([NH:45][CH2:46][CH3:47])[CH:42]([CH3:44])[CH3:43], predict the reaction product. (2) The product is: [F:6][C:7]1[CH:15]=[C:14]2[C:10]([C:11]([CH:16]=[C:4]([N+:1]([O-:3])=[O:2])[CH3:5])=[CH:12][NH:13]2)=[CH:9][C:8]=1[O:18][CH3:19]. Given the reactants [N+:1]([CH2:4][CH3:5])([O-:3])=[O:2].[F:6][C:7]1[CH:15]=[C:14]2[C:10]([C:11]([CH:16]=O)=[CH:12][NH:13]2)=[CH:9][C:8]=1[O:18][CH3:19].C([O-])(=O)C.[NH4+], predict the reaction product. (3) The product is: [F:25][C:26]([F:39])([F:38])[S:27]([O:24][C:16]1[C:17]([Cl:23])=[C:18]([CH:20]2[CH2:22][CH2:21]2)[N:19]=[C:14]([C:11]2[S:10][C:9]([S:6](=[O:8])(=[O:7])[NH:5][C:1]([CH3:4])([CH3:2])[CH3:3])=[CH:13][CH:12]=2)[N:15]=1)(=[O:29])=[O:28]. Given the reactants [C:1]([NH:5][S:6]([C:9]1[S:10][C:11]([C:14]2[N:19]=[C:18]([CH:20]3[CH2:22][CH2:21]3)[C:17]([Cl:23])=[C:16]([OH:24])[N:15]=2)=[CH:12][CH:13]=1)(=[O:8])=[O:7])([CH3:4])([CH3:3])[CH3:2].[F:25][C:26]([F:39])([F:38])[S:27](O[S:27]([C:26]([F:39])([F:38])[F:25])(=[O:29])=[O:28])(=[O:29])=[O:28], predict the reaction product. (4) Given the reactants C([O:3][P:4]([C:9]([C:12]1[CH:17]=[CH:16][C:15]([CH2:18][N:19]([CH2:38][C:39]2[CH:44]=[CH:43][C:42]([C:45]3[CH:50]=[CH:49][CH:48]=[CH:47][CH:46]=3)=[CH:41][CH:40]=2)[CH2:20][C:21]2[CH:26]=[CH:25][C:24]([C:27]([P:30]([O:35]CC)([O:32]CC)=[O:31])([F:29])[F:28])=[CH:23][CH:22]=2)=[CH:14][CH:13]=1)([F:11])[F:10])(=[O:8])[O:5]CC)C.I[Si](C)(C)C, predict the reaction product. The product is: [C:42]1([C:45]2[CH:46]=[CH:47][CH:48]=[CH:49][CH:50]=2)[CH:41]=[CH:40][C:39]([CH2:38][N:19]([CH2:20][C:21]2[CH:26]=[CH:25][C:24]([C:27]([P:30](=[O:31])([OH:32])[OH:35])([F:28])[F:29])=[CH:23][CH:22]=2)[CH2:18][C:15]2[CH:14]=[CH:13][C:12]([C:9]([F:10])([F:11])[P:4]([OH:5])([OH:8])=[O:3])=[CH:17][CH:16]=2)=[CH:44][CH:43]=1.